From a dataset of Reaction yield outcomes from USPTO patents with 853,638 reactions. Predict the reaction yield, written as a fraction of the theoretical maximum amount of product (1.0 means a 100% yield; for example, 0.34 means a 34% yield). (1) The catalyst is CN(C=O)C. The yield is 0.490. The product is [N:16]1([CH2:2][CH2:3][CH2:4][N:5]2[C:9](=[O:10])[C:8]3[C:7](=[CH:14][CH:13]=[CH:12][CH:11]=3)[C:6]2=[O:15])[CH:20]=[CH:19][N:18]=[CH:17]1. The reactants are Br[CH2:2][CH2:3][CH2:4][N:5]1[C:9](=[O:10])[C:8]2=[CH:11][CH:12]=[CH:13][CH:14]=[C:7]2[C:6]1=[O:15].[NH:16]1[CH:20]=[CH:19][N:18]=[CH:17]1.C(=O)([O-])[O-].[K+].[K+]. (2) The reactants are [NH2:1][C:2]1[CH:7]=[CH:6][N:5]=[CH:4][N:3]=1.C1N2CCN(CC2)C1.[O:16]=[C:17]1[CH2:22][N:21]([C:23](=[O:28])[C:24]([F:27])([F:26])[F:25])[CH2:20][CH2:19][N:18]1[C:29]1[CH:34]=[CH:33][C:32]([S:35](Cl)(=[O:37])=[O:36])=[CH:31][CH:30]=1. The catalyst is C(#N)C. The product is [O:16]=[C:17]1[CH2:22][N:21]([C:23](=[O:28])[C:24]([F:26])([F:25])[F:27])[CH2:20][CH2:19][N:18]1[C:29]1[CH:30]=[CH:31][C:32]([S:35]([NH:1][C:2]2[CH:7]=[CH:6][N:5]=[CH:4][N:3]=2)(=[O:37])=[O:36])=[CH:33][CH:34]=1. The yield is 0.470. (3) The reactants are [CH:1]12[CH2:9][CH:5]([CH2:6][NH:7][CH2:8]1)[CH2:4][N:3]([CH2:10][CH:11]([OH:22])[CH2:12][O:13][C:14]1[CH:21]=[CH:20][C:17]([C:18]#[N:19])=[CH:16][CH:15]=1)[CH2:2]2.Cl[CH2:24][C:25](=[O:30])[C:26]([CH3:29])([CH3:28])[CH3:27].C([O-])([O-])=O.[K+].[K+]. The catalyst is CC#N. The product is [CH3:27][C:26]([CH3:29])([CH3:28])[C:25](=[O:30])[CH2:24][N:7]1[CH2:6][CH:5]2[CH2:9][CH:1]([CH2:2][N:3]([CH2:10][CH:11]([OH:22])[CH2:12][O:13][C:14]3[CH:15]=[CH:16][C:17]([C:18]#[N:19])=[CH:20][CH:21]=3)[CH2:4]2)[CH2:8]1. The yield is 0.900. (4) The reactants are [CH3:1][O:2][CH:3]1[CH2:22][C:6]2[NH:7][C:8]([C:10]3[C:11]([CH3:21])=[CH:12][C:13]([CH3:20])=[C:14]([CH:19]=3)[C:15]([O:17]C)=[O:16])=[N:9][C:5]=2[CH2:4]1.[OH-].[Na+]. The catalyst is CO.O. The product is [CH3:1][O:2][CH:3]1[CH2:4][C:5]2[NH:9][C:8]([C:10]3[C:11]([CH3:21])=[CH:12][C:13]([CH3:20])=[C:14]([CH:19]=3)[C:15]([OH:17])=[O:16])=[N:7][C:6]=2[CH2:22]1. The yield is 0.840. (5) The reactants are C([O:9][CH2:10][C:11]1[CH:16]=[C:15]([F:17])[N:14]=[C:13]([F:18])[CH:12]=1)(=O)C1C=CC=CC=1.C[O-].[Na+].[Cl-].[NH4+]. The catalyst is CO. The product is [F:18][C:13]1[CH:12]=[C:11]([CH2:10][OH:9])[CH:16]=[C:15]([F:17])[N:14]=1. The yield is 0.980.